Regression. Given a peptide amino acid sequence and an MHC pseudo amino acid sequence, predict their binding affinity value. This is MHC class I binding data. From a dataset of Peptide-MHC class I binding affinity with 185,985 pairs from IEDB/IMGT. (1) The peptide sequence is SKGETVNPL. The MHC is HLA-A69:01 with pseudo-sequence HLA-A69:01. The binding affinity (normalized) is 0.0847. (2) The peptide sequence is AYISSKATTPV. The MHC is Patr-A0901 with pseudo-sequence Patr-A0901. The binding affinity (normalized) is 0.904.